Dataset: Reaction yield outcomes from USPTO patents with 853,638 reactions. Task: Predict the reaction yield, written as a fraction of the theoretical maximum amount of product (1.0 means a 100% yield; for example, 0.34 means a 34% yield). (1) The reactants are [NH2:1][CH:2]1[CH2:7][CH2:6][O:5][CH2:4][CH2:3]1.CC(C)([O-])C.[Na+].Br[C:15]1[CH:22]=[C:21]([N:23]2[C:31]3[CH2:30][C:29]([CH3:33])([CH3:32])[CH2:28][C:27](=[O:34])[C:26]=3[C:25]([CH:35]([F:37])[F:36])=[N:24]2)[CH:20]=[CH:19][C:16]=1[C:17]#[N:18]. The catalyst is C1(C)C=CC=CC=1.O.C(OCC)(=O)C.C([O-])(=O)C.[Pd+2].C([O-])(=O)C.C1(P(C2C=CC=CC=2)[C-]2C=CC=C2)C=CC=CC=1.[C-]1(P(C2C=CC=CC=2)C2C=CC=CC=2)C=CC=C1.[Fe+2]. The product is [CH3:32][C:29]1([CH3:33])[CH2:30][C:31]2[N:23]([C:21]3[CH:22]=[CH:15][C:16]([C:17]#[N:18])=[C:19]([NH:1][CH:2]4[CH2:7][CH2:6][O:5][CH2:4][CH2:3]4)[CH:20]=3)[N:24]=[C:25]([CH:35]([F:36])[F:37])[C:26]=2[C:27](=[O:34])[CH2:28]1. The yield is 0.650. (2) The reactants are O.Cl.[NH:3]1[CH2:8][CH2:7][C:6](=[O:9])[CH2:5][CH2:4]1.C(N(CC)CC)C.[F:17][C:18]([F:29])([F:28])[C:19](O[C:19](=[O:20])[C:18]([F:29])([F:28])[F:17])=[O:20].O. The catalyst is ClCCl. The product is [F:17][C:18]([F:29])([F:28])[C:19]([N:3]1[CH2:8][CH2:7][C:6](=[O:9])[CH2:5][CH2:4]1)=[O:20]. The yield is 1.00.